Dataset: Catalyst prediction with 721,799 reactions and 888 catalyst types from USPTO. Task: Predict which catalyst facilitates the given reaction. (1) Reactant: [CH2:1]([O:8][C:9]1[CH:18]=[C:17]([I:19])[CH:16]=[CH:15][C:10]=1[C:11](OC)=[O:12])[CH2:2][CH2:3][CH2:4][CH2:5][CH2:6][CH3:7].C(C(C(C([O-])=O)O)O)([O-])=O.[Na].[K]. Product: [CH2:1]([O:8][C:9]1[CH:18]=[C:17]([I:19])[CH:16]=[CH:15][C:10]=1[CH2:11][OH:12])[CH2:2][CH2:3][CH2:4][CH2:5][CH2:6][CH3:7]. The catalyst class is: 11. (2) Reactant: [CH2:1]([O:8][C:9]([NH:11][C@H:12]1[CH2:17][CH2:16][C@@H:15]([NH:18][C:19](=[O:25])[O:20][C:21]([CH3:24])([CH3:23])[CH3:22])[CH2:14][C@H:13]1[C:26](=O)[NH2:27])=[O:10])[C:2]1[CH:7]=[CH:6][CH:5]=[CH:4][CH:3]=1.COC1C=CC(P2(SP(C3C=CC(OC)=CC=3)(=S)S2)=[S:38])=CC=1. Product: [CH2:1]([O:8][C:9]([NH:11][C@H:12]1[CH2:17][CH2:16][C@@H:15]([NH:18][C:19](=[O:25])[O:20][C:21]([CH3:24])([CH3:23])[CH3:22])[CH2:14][C@H:13]1[C:26](=[S:38])[NH2:27])=[O:10])[C:2]1[CH:7]=[CH:6][CH:5]=[CH:4][CH:3]=1. The catalyst class is: 1. (3) Reactant: [F:1][C:2]1[CH:3]=[C:4]2[C:14]3[C:9](=[CH:10][N:11]=[C:12]([OH:15])[CH:13]=3)[NH:8][C:5]2=[N:6][CH:7]=1.C(OCC)(=O)C.C(=O)(O)[O-].[S:26](O[S:26]([C:29]([F:32])([F:31])[F:30])(=[O:28])=[O:27])([C:29]([F:32])([F:31])[F:30])(=[O:28])=[O:27]. Product: [F:30][C:29]([F:32])([F:31])[S:26]([O:15][C:12]1[CH:13]=[C:14]2[C:4]3[C:5](=[N:6][CH:7]=[C:2]([F:1])[CH:3]=3)[NH:8][C:9]2=[CH:10][N:11]=1)(=[O:28])=[O:27]. The catalyst class is: 17. (4) Product: [C:23]([O:27][C:29](=[O:32])[NH:9][CH2:3][CH2:2][CH2:7][N:9]([C:3]1[CH:4]=[CH:5][C:6]([Cl:8])=[CH:7][C:2]=1[Br:1])[C:10]([C:12]1[CH:13]=[N:14][N:15]([CH:17]2[CH2:22][CH2:21][CH2:20][CH2:19][O:18]2)[CH:16]=1)=[O:11])([CH3:26])([CH3:25])[CH3:24]. Reactant: [Br:1][C:2]1[CH:7]=[C:6]([Cl:8])[CH:5]=[CH:4][C:3]=1[NH:9][C:10]([C:12]1[CH:13]=[N:14][N:15]([CH:17]2[CH2:22][CH2:21][CH2:20][CH2:19][O:18]2)[CH:16]=1)=[O:11].[C:23]([O:27][K])([CH3:26])([CH3:25])[CH3:24].[C:29]([O-:32])([O-])=O.[K+].[K+]. The catalyst class is: 3.